This data is from Forward reaction prediction with 1.9M reactions from USPTO patents (1976-2016). The task is: Predict the product of the given reaction. (1) Given the reactants [Cu]C#N.[Cl-].[Li+].[CH2:6]([Zn]CC)[CH3:7].[F:11][C:12]1[C:13](/[C:22](/I)=[CH:23]/[C:24](=O)[C:25]2[NH:26][CH:27]=[CH:28][CH:29]=2)=[C:14]2[C:18](=[CH:19][CH:20]=1)[NH:17][C:16](=[O:21])[CH2:15]2, predict the reaction product. The product is: [CH2:6]([C:22]1[CH:23]=[C:24]([C:25]2[NH:26][CH:27]=[CH:28][CH:29]=2)[C:15]2[C:16](=[O:21])[NH:17][C:18]3[C:14]=2[C:13]=1[C:12]([F:11])=[CH:20][CH:19]=3)[CH3:7]. (2) Given the reactants C(OP([CH2:9][C:10]([O:12][CH2:13][CH3:14])=[O:11])(OCC)=O)C.[H-].[Na+].[Cl:17][C:18]1[CH:37]=[C:36]([Cl:38])[CH:35]=[CH:34][C:19]=1[CH2:20][N:21]1[C:25]([CH:26]=O)=[CH:24][C:23]([C:28]2[CH:33]=[CH:32][CH:31]=[CH:30][CH:29]=2)=[N:22]1.[Cl-].[NH4+], predict the reaction product. The product is: [Cl:17][C:18]1[CH:37]=[C:36]([Cl:38])[CH:35]=[CH:34][C:19]=1[CH2:20][N:21]1[C:25](/[CH:26]=[CH:9]/[C:10]([O:12][CH2:13][CH3:14])=[O:11])=[CH:24][C:23]([C:28]2[CH:33]=[CH:32][CH:31]=[CH:30][CH:29]=2)=[N:22]1. (3) Given the reactants [CH3:1][C:2]1[C:8]([OH:9])=[CH:7][CH:6]=[CH:5][C:3]=1[OH:4].[Cl:10]N1C(=O)CCC1=O, predict the reaction product. The product is: [Cl:10][C:7]1[CH:6]=[CH:5][C:3]([OH:4])=[C:2]([CH3:1])[C:8]=1[OH:9].